From a dataset of Full USPTO retrosynthesis dataset with 1.9M reactions from patents (1976-2016). Predict the reactants needed to synthesize the given product. The reactants are: [C:1]([C:3]1[CH:8]=[CH:7][C:6]([CH:9]2[CH2:14][CH2:13][N:12]([C:15]([C:17]3[CH:18]=[CH:19][C:20]([CH3:40])=[C:21]([NH:23][S:24]([CH2:27][CH2:28][N:29]4C(=O)C5C(=CC=CC=5)C4=O)(=[O:26])=[O:25])[CH:22]=3)=[O:16])[CH2:11][CH2:10]2)=[CH:5][CH:4]=1)#[N:2].O.NN. Given the product [NH2:29][CH2:28][CH2:27][S:24]([NH:23][C:21]1[CH:22]=[C:17]([C:15]([N:12]2[CH2:13][CH2:14][CH:9]([C:6]3[CH:7]=[CH:8][C:3]([C:1]#[N:2])=[CH:4][CH:5]=3)[CH2:10][CH2:11]2)=[O:16])[CH:18]=[CH:19][C:20]=1[CH3:40])(=[O:25])=[O:26], predict the reactants needed to synthesize it.